Task: Predict the reaction yield, written as a fraction of the theoretical maximum amount of product (1.0 means a 100% yield; for example, 0.34 means a 34% yield).. Dataset: Reaction yield outcomes from USPTO patents with 853,638 reactions (1) The reactants are Cl[C:2]1[C:7]([NH:8][C:9](=[O:15])[CH2:10][O:11]C(=O)C)=[C:6](Cl)[CH:5]=[C:4]([CH3:17])[N:3]=1.C1OCCOCCOCCOCCOCCOC1.O.[CH3:37][S-:38].[Na+].C[S:41]([CH3:43])=O. The catalyst is C(Cl)(Cl)Cl. The product is [CH3:37][S:38][C:2]1[C:7]([NH:8][C:9](=[O:15])[CH2:10][OH:11])=[C:6]([S:41][CH3:43])[CH:5]=[C:4]([CH3:17])[N:3]=1. The yield is 0.544. (2) The reactants are [Cl:1][C:2]1[CH:3]=[C:4]([NH:14][C:15](=[O:22])[C:16]2[CH:21]=[CH:20][CH:19]=[CH:18][N:17]=2)[CH:5]=[CH:6][C:7]=1[N:8]1[CH2:13][CH2:12][NH:11][CH2:10][CH2:9]1.[C:23](O)(=[O:26])[CH2:24][CH3:25].CCN=C=NCCCN(C)C.Cl.CCN(CC)CC.OC1C2N=NNC=2C=CC=1. The catalyst is C(Cl)Cl. The product is [Cl:1][C:2]1[CH:3]=[C:4]([NH:14][C:15](=[O:22])[C:16]2[CH:21]=[CH:20][CH:19]=[CH:18][N:17]=2)[CH:5]=[CH:6][C:7]=1[N:8]1[CH2:13][CH2:12][N:11]([C:23](=[O:26])[CH2:24][CH3:25])[CH2:10][CH2:9]1. The yield is 0.720. (3) The reactants are [OH:1][C:2]1[CH:3]=[C:4]([C:8]2[N:13]([CH3:14])[C:12](=[O:15])[C:11]([O:16][CH2:17][C:18]3[CH:23]=[CH:22][C:21]([O:24][CH3:25])=[CH:20][CH:19]=3)=[CH:10][N:9]=2)[CH:5]=[CH:6][CH:7]=1.[S:26](O[S:26]([C:29]([F:32])([F:31])[F:30])(=[O:28])=[O:27])([C:29]([F:32])([F:31])[F:30])(=[O:28])=[O:27].O. The catalyst is N1C=CC=CC=1. The product is [F:30][C:29]([F:32])([F:31])[S:26]([O:1][C:2]1[CH:7]=[CH:6][CH:5]=[C:4]([C:8]2[N:13]([CH3:14])[C:12](=[O:15])[C:11]([O:16][CH2:17][C:18]3[CH:19]=[CH:20][C:21]([O:24][CH3:25])=[CH:22][CH:23]=3)=[CH:10][N:9]=2)[CH:3]=1)(=[O:28])=[O:27]. The yield is 0.840. (4) The reactants are [Cl:1][C:2]1[CH:7]=[C:6]([N+:8]([O-])=O)[CH:5]=[CH:4][C:3]=1[C:11]1[CH:16]=[CH:15][CH:14]=[CH:13][CH:12]=1.[Cl-].[NH4+].CO. The catalyst is [Fe].O. The product is [Cl:1][C:2]1[CH:7]=[C:6]([NH2:8])[CH:5]=[CH:4][C:3]=1[C:11]1[CH:16]=[CH:15][CH:14]=[CH:13][CH:12]=1. The yield is 0.970. (5) The reactants are [CH:1]1[C:6]([C@H:7]2[O:16][C:15]3[C:14]([C@@H:9]4[C@@H:8]([OH:40])[C@@H:7]([C:6]5[CH:1]=[CH:2][C:3]([OH:42])=[C:4]([OH:41])[CH:5]=5)[O:16][C:15]5[CH:14]=[C:13]([OH:38])[CH:12]=[C:11]([OH:39])[C:10]4=5)=[C:13]([OH:38])[CH:12]=[C:11]([OH:39])[C:10]=3[CH2:9][C@H:8]2[OH:40])=[CH:5][C:4]([OH:41])=[C:3]([OH:42])[CH:2]=1.C1C([C@@H]2OC3C=C(O)C=C(O)C=3C[C@@H]2O)=CC(O)=C(O)C=1. No catalyst specified. The product is [CH:1]1[C:6]([CH:7]2[O:16][C:15]3[CH:14]=[C:13]([OH:38])[CH:12]=[C:11]([OH:39])[C:10]=3[CH2:9][CH:8]2[OH:40])=[CH:5][C:4]([OH:41])=[C:3]([OH:42])[CH:2]=1. The yield is 0.200. (6) The reactants are O1CCCC1.[F:6][C:7]1[CH:50]=[CH:49][CH:48]=[CH:47][C:8]=1[CH2:9][NH:10][C:11](=[O:46])[CH2:12][CH:13]1[C:19](=[O:20])[N:18]([C:21]2[CH:26]=[CH:25][C:24]([CH2:27][NH:28][C:29]([O:31][C:32]([CH3:35])([CH3:34])[CH3:33])=[O:30])=[CH:23][CH:22]=2)[C:17]2[CH:36]=[CH:37][CH:38]=[CH:39][C:16]=2[N:15]([CH2:40][C:41]([O:43]C)=[O:42])[C:14]1=[O:45].[OH-].[Na+].S([O-])(O)(=O)=O.[K+]. The catalyst is O.CO. The product is [F:6][C:7]1[CH:50]=[CH:49][CH:48]=[CH:47][C:8]=1[CH2:9][NH:10][C:11](=[O:46])[CH2:12][CH:13]1[C:19](=[O:20])[N:18]([C:21]2[CH:22]=[CH:23][C:24]([CH2:27][NH:28][C:29]([O:31][C:32]([CH3:34])([CH3:35])[CH3:33])=[O:30])=[CH:25][CH:26]=2)[C:17]2[CH:36]=[CH:37][CH:38]=[CH:39][C:16]=2[N:15]([CH2:40][C:41]([OH:43])=[O:42])[C:14]1=[O:45]. The yield is 0.993. (7) The reactants are C([O-])([O-])=O.[K+].[K+].Br[CH2:8][CH2:9]Br.[NH2:11][C:12]1[CH:17]=[CH:16][CH:15]=[CH:14][C:13]=1[SH:18]. The catalyst is CC(C)=O. The product is [S:18]1[C:13]2[CH:14]=[CH:15][CH:16]=[CH:17][C:12]=2[NH:11][CH2:9][CH2:8]1. The yield is 0.660. (8) The reactants are [Cl:1][C:2]1[CH:15]=[CH:14][C:5]([NH:6]C(OC(C)(C)C)=O)=[CH:4][CH:3]=1.[Cl:16][C:17]1[CH:25]=[CH:24][CH:23]=[C:22]([F:26])[C:18]=1[C:19](Cl)=[O:20]. No catalyst specified. The product is [NH2:6][C:5]1[CH:4]=[CH:3][C:2]([Cl:1])=[CH:15][C:14]=1[C:19]([C:18]1[C:22]([F:26])=[CH:23][CH:24]=[CH:25][C:17]=1[Cl:16])=[O:20]. The yield is 0.420.